This data is from Reaction yield outcomes from USPTO patents with 853,638 reactions. The task is: Predict the reaction yield, written as a fraction of the theoretical maximum amount of product (1.0 means a 100% yield; for example, 0.34 means a 34% yield). The yield is 0.830. The reactants are [OH:1][CH2:2][C:3]([CH3:27])([CH3:26])[CH2:4][NH:5][C:6]([C:8]1[C:16]2[C:11](=[N:12][CH:13]=[C:14](Br)[N:15]=2)[N:10]([CH2:18][O:19][CH2:20][CH2:21][Si:22]([CH3:25])([CH3:24])[CH3:23])[CH:9]=1)=[O:7].C(=O)([O-])[O-].[K+].[K+].[CH3:34][C:35]1([CH3:40])[CH2:39][CH2:38][NH:37][CH2:36]1.N1CCCC1C(O)=O. The product is [OH:1][CH2:2][C:3]([CH3:27])([CH3:26])[CH2:4][NH:5][C:6]([C:8]1[C:16]2[C:11](=[N:12][CH:13]=[C:14]([N:37]3[CH2:38][CH2:39][C:35]([CH3:40])([CH3:34])[CH2:36]3)[N:15]=2)[N:10]([CH2:18][O:19][CH2:20][CH2:21][Si:22]([CH3:25])([CH3:24])[CH3:23])[CH:9]=1)=[O:7]. The catalyst is CS(C)=O.[Cu]I.C(OCC)(=O)C.O.